Dataset: Reaction yield outcomes from USPTO patents with 853,638 reactions. Task: Predict the reaction yield, written as a fraction of the theoretical maximum amount of product (1.0 means a 100% yield; for example, 0.34 means a 34% yield). (1) The reactants are [NH3:1].[O:2]1[C:7]2[CH:8]=[CH:9][C:10](C=O)=[CH:11][C:6]=2[O:5][CH2:4][CH2:3]1.[H][H].[CH3:16]C(O)C.[ClH:20]. The catalyst is [Ni]. The product is [ClH:20].[O:2]1[C:7]2[CH:8]=[CH:9][C:10]([NH:1][CH3:16])=[CH:11][C:6]=2[O:5][CH2:4][CH2:3]1. The yield is 0.841. (2) The reactants are [CH2:1]([O:3][C:4]1[CH:5]=[C:6]2[C:11](=[C:12]([NH2:14])[N:13]=1)[N:10]=[CH:9][CH:8]=[CH:7]2)[CH3:2].[Cl:15]N1C(=O)CCC1=O. The catalyst is C(Cl)Cl. The product is [Cl:15][C:5]1[C:4]([O:3][CH2:1][CH3:2])=[N:13][C:12]([NH2:14])=[C:11]2[C:6]=1[CH:7]=[CH:8][CH:9]=[N:10]2. The yield is 0.630. (3) The reactants are [NH2:1][CH2:2][CH2:3][NH:4][C:5](=[O:11])[O:6][C:7]([CH3:10])([CH3:9])[CH3:8].[CH:12](=O)[C:13]1[CH:18]=[CH:17][CH:16]=[CH:15][CH:14]=1.[O-]S([O-])(=O)=O.[Mg+2].CCN(CC)CC. No catalyst specified. The product is [CH2:12]([NH:1][CH2:2][CH2:3][NH:4][C:5](=[O:11])[O:6][C:7]([CH3:8])([CH3:10])[CH3:9])[C:13]1[CH:18]=[CH:17][CH:16]=[CH:15][CH:14]=1. The yield is 0.230. (4) The reactants are Cl.[CH:2]([N:15]1[CH2:18][C:17]([CH3:20])([OH:19])[CH2:16]1)([C:9]1[CH:14]=[CH:13][CH:12]=[CH:11][CH:10]=1)[C:3]1[CH:8]=[CH:7][CH:6]=[CH:5][CH:4]=1.C(N(CC)CC)C.[CH3:28][S:29](Cl)(=[O:31])=[O:30]. The catalyst is ClCCl.O. The product is [CH3:28][S:29]([O:19][C:17]1([CH3:20])[CH2:18][N:15]([CH:2]([C:9]2[CH:14]=[CH:13][CH:12]=[CH:11][CH:10]=2)[C:3]2[CH:4]=[CH:5][CH:6]=[CH:7][CH:8]=2)[CH2:16]1)(=[O:31])=[O:30]. The yield is 0.640. (5) The reactants are O=P12OP3(OP(OP(O3)(O1)=O)(=O)O2)=O.[NH2:15][C:16]1[CH:21]=[CH:20][C:19]([NH:22][C:23]2[CH:31]=[CH:30][C:29]([N+:32]([O-:34])=[O:33])=[CH:28][C:24]=2[C:25]([OH:27])=O)=[CH:18][CH:17]=1.N. The catalyst is P(=O)(O)(O)O. The product is [NH2:15][C:16]1[CH:17]=[CH:18][C:19]2[NH:22][C:23]3[C:24](=[CH:28][C:29]([N+:32]([O-:34])=[O:33])=[CH:30][CH:31]=3)[C:25](=[O:27])[C:20]=2[CH:21]=1. The yield is 0.960. (6) The reactants are [Si:1]([O:18][CH2:19][C@H:20]1[O:24][C:23](=[O:25])[NH:22][CH2:21]1)([C:14]([CH3:17])([CH3:16])[CH3:15])([C:8]1[CH:13]=[CH:12][CH:11]=[CH:10][CH:9]=1)[C:2]1[CH:7]=[CH:6][CH:5]=[CH:4][CH:3]=1.Br[C:27]1[CH:32]=[CH:31][C:30]([Br:33])=[CH:29][N:28]=1.C(=O)([O-])[O-].[Cs+].[Cs+].BrC1C=CC(N2CCOCC2=O)=NC=1. The catalyst is C1C=CC(/C=C/C(/C=C/C2C=CC=CC=2)=O)=CC=1.C1C=CC(/C=C/C(/C=C/C2C=CC=CC=2)=O)=CC=1.C1C=CC(/C=C/C(/C=C/C2C=CC=CC=2)=O)=CC=1.[Pd].[Pd].CC1(C)C2C(=C(P(C3C=CC=CC=3)C3C=CC=CC=3)C=CC=2)OC2C(P(C3C=CC=CC=3)C3C=CC=CC=3)=CC=CC1=2. The product is [Br:33][C:30]1[CH:31]=[CH:32][C:27]([N:22]2[CH2:21][C@@H:20]([CH2:19][O:18][Si:1]([C:14]([CH3:15])([CH3:16])[CH3:17])([C:8]3[CH:9]=[CH:10][CH:11]=[CH:12][CH:13]=3)[C:2]3[CH:7]=[CH:6][CH:5]=[CH:4][CH:3]=3)[O:24][C:23]2=[O:25])=[N:28][CH:29]=1. The yield is 0.700.